The task is: Regression/Classification. Given a drug SMILES string, predict its absorption, distribution, metabolism, or excretion properties. Task type varies by dataset: regression for continuous measurements (e.g., permeability, clearance, half-life) or binary classification for categorical outcomes (e.g., BBB penetration, CYP inhibition). Dataset: cyp2c19_veith.. This data is from CYP2C19 inhibition data for predicting drug metabolism from PubChem BioAssay. (1) The molecule is CCOc1ccc(OCC)c(NC(=O)CN(C)S(=O)(=O)c2cnc[nH]2)c1. The result is 1 (inhibitor). (2) The compound is CC(C)c1cccc(C(C)C)c1O. The result is 0 (non-inhibitor). (3) The molecule is CCCn1nc2cc(C(=O)NCc3ccccc3OC)ccc2c1OCC. The result is 1 (inhibitor). (4) The molecule is CCOC(=O)N1CCN(C(=O)c2ccc3c(=O)n(-c4ccc(OC)cc4)c(=S)[nH]c3c2)CC1. The result is 0 (non-inhibitor). (5) The molecule is N[C@@H](CCC(=O)O)C(=O)O. The result is 0 (non-inhibitor). (6) The drug is O=C(Cn1c(=O)oc2ccccc21)NC(=O)NCc1ccccc1. The result is 1 (inhibitor).